This data is from Forward reaction prediction with 1.9M reactions from USPTO patents (1976-2016). The task is: Predict the product of the given reaction. (1) Given the reactants [Cl:1][C:2]1[CH:3]=[C:4]([C:9]2[N:10]=[C:11]3[CH:16]=[C:15]([CH3:17])[CH:14]=[CH:13][N:12]3[C:18]=2[CH2:19][C:20]([OH:22])=O)[CH:5]=[CH:6][C:7]=1[Cl:8].[N:23]1[CH:28]=[CH:27][CH:26]=[CH:25][C:24]=1[CH2:29][NH:30][CH2:31][CH2:32][O:33][CH3:34], predict the reaction product. The product is: [ClH:1].[CH3:34][O:33][CH2:32][CH2:31][N:30]([CH2:29][C:24]1[CH:25]=[CH:26][CH:27]=[CH:28][N:23]=1)[C:20](=[O:22])[CH2:19][C:18]1[N:12]2[CH:13]=[CH:14][C:15]([CH3:17])=[CH:16][C:11]2=[N:10][C:9]=1[C:4]1[CH:5]=[CH:6][C:7]([Cl:8])=[C:2]([Cl:1])[CH:3]=1. (2) The product is: [Br:6][C:7]1[CH:16]=[CH:15][CH:14]=[C:9]2[C:8]=1[CH2:17][N:2]([CH3:1])[C:10]2=[O:11]. Given the reactants [CH3:1][NH2:2].C(O)C.[Br:6][C:7]1[C:8]([CH2:17]Br)=[C:9]([CH:14]=[CH:15][CH:16]=1)[C:10](OC)=[O:11], predict the reaction product. (3) Given the reactants [CH2:1]1[C:7]2[CH:8]=[CH:9][C:10]([C:12]([O:14][CH3:15])=[O:13])=[CH:11][C:6]=2[CH2:5][CH2:4][NH:3][CH2:2]1.[C:16]1(=O)[CH2:19][CH2:18][CH2:17]1.C(O[BH-](OC(=O)C)OC(=O)C)(=O)C.[Na+].C(N(CC)CC)C, predict the reaction product. The product is: [CH:16]1([N:3]2[CH2:4][CH2:5][C:6]3[CH:11]=[C:10]([C:12]([O:14][CH3:15])=[O:13])[CH:9]=[CH:8][C:7]=3[CH2:1][CH2:2]2)[CH2:19][CH2:18][CH2:17]1. (4) Given the reactants [CH3:1][C:2]1[N:3]=[C:4]2[S:22][CH:21]=[CH:20][N:5]2[C:6](=[O:19])[C:7]=1[C:8]1[CH:13]=[CH:12][C:11]([O:14][C:15]([F:18])([F:17])[F:16])=[CH:10][CH:9]=1.[CH:23]1([CH2:29][O:30][C:31]2[C:38]([O:39][CH3:40])=[CH:37][CH:36]=[CH:35][C:32]=2[CH:33]=O)[CH2:28][CH2:27][CH2:26][CH2:25][CH2:24]1.[O-]CC.[Na+], predict the reaction product. The product is: [CH:23]1([CH2:29][O:30][C:31]2[C:38]([O:39][CH3:40])=[CH:37][CH:36]=[CH:35][C:32]=2/[CH:33]=[CH:1]/[C:2]2[N:3]=[C:4]3[S:22][CH:21]=[CH:20][N:5]3[C:6](=[O:19])[C:7]=2[C:8]2[CH:13]=[CH:12][C:11]([O:14][C:15]([F:17])([F:18])[F:16])=[CH:10][CH:9]=2)[CH2:24][CH2:25][CH2:26][CH2:27][CH2:28]1. (5) Given the reactants [C:1]([O:5][C:6]([NH:8][C:9]([CH3:14])([CH3:13])[C:10]([OH:12])=O)=[O:7])([CH3:4])([CH3:3])[CH3:2].Cl.[CH3:16][O:17][NH:18][CH3:19].CN(C(ON1N=NC2C=CC=NC1=2)=[N+](C)C)C.F[P-](F)(F)(F)(F)F.CCN(C(C)C)C(C)C, predict the reaction product. The product is: [CH3:16][O:17][N:18]([CH3:19])[C:10](=[O:12])[C:9]([NH:8][C:6](=[O:7])[O:5][C:1]([CH3:2])([CH3:3])[CH3:4])([CH3:14])[CH3:13]. (6) Given the reactants [NH:1]1[CH2:6][CH2:5][S:4][CH2:3][CH2:2]1.[OH-].[Na+].O.Cl[C:11]1[N:16]=[C:15]([NH:17][C:18]2[CH:23]=[CH:22][C:21]([O:24][CH3:25])=[C:20]([Cl:26])[CH:19]=2)[N:14]=[C:13]([NH:27][CH:28]2[CH2:34][CH2:33][CH2:32][CH2:31][CH2:30][CH2:29]2)[N:12]=1, predict the reaction product. The product is: [Cl:26][C:20]1[CH:19]=[C:18]([NH:17][C:15]2[N:14]=[C:13]([NH:27][CH:28]3[CH2:29][CH2:30][CH2:31][CH2:32][CH2:33][CH2:34]3)[N:12]=[C:11]([N:1]3[CH2:6][CH2:5][S:4][CH2:3][CH2:2]3)[N:16]=2)[CH:23]=[CH:22][C:21]=1[O:24][CH3:25].